From a dataset of Forward reaction prediction with 1.9M reactions from USPTO patents (1976-2016). Predict the product of the given reaction. Given the reactants [F:1][C:2]([F:12])([S:8]([O-:11])(=[O:10])=[O:9])[CH:3]([F:7])[CH2:4][CH2:5][OH:6].[Na+].CS([O-])(=O)=O.[C:19]1([S+:25]([C:32]2[CH:37]=[CH:36][CH:35]=[CH:34][CH:33]=2)[C:26]2[CH:31]=[CH:30][CH:29]=[CH:28][CH:27]=2)[CH:24]=[CH:23][CH:22]=[CH:21][CH:20]=1.O, predict the reaction product. The product is: [F:12][C:2]([F:1])([S:8]([O-:11])(=[O:10])=[O:9])[CH:3]([F:7])[CH2:4][CH2:5][OH:6].[C:32]1([S+:25]([C:19]2[CH:20]=[CH:21][CH:22]=[CH:23][CH:24]=2)[C:26]2[CH:31]=[CH:30][CH:29]=[CH:28][CH:27]=2)[CH:33]=[CH:34][CH:35]=[CH:36][CH:37]=1.